Dataset: Full USPTO retrosynthesis dataset with 1.9M reactions from patents (1976-2016). Task: Predict the reactants needed to synthesize the given product. (1) Given the product [Cl:17][C:11]1[CH:12]=[C:13]([Cl:16])[CH:14]=[CH:15][C:10]=1[C:4]1[N:3]=[C:2]([NH:18][CH2:19][CH2:20][CH2:21][NH:22][C:23]2[CH:30]=[CH:29][C:26]([C:27]#[N:28])=[CH:25][N:24]=2)[C:7]([CH3:8])=[C:6]([CH3:9])[N:5]=1, predict the reactants needed to synthesize it. The reactants are: Cl[C:2]1[C:7]([CH3:8])=[C:6]([CH3:9])[N:5]=[C:4]([C:10]2[CH:15]=[CH:14][C:13]([Cl:16])=[CH:12][C:11]=2[Cl:17])[N:3]=1.[NH2:18][CH2:19][CH2:20][CH2:21][NH:22][C:23]1[CH:30]=[CH:29][C:26]([C:27]#[N:28])=[CH:25][N:24]=1.NCCNC1C=CC(C#N)=CN=1. (2) Given the product [Cl:1][C:2]1[CH:3]=[N+:4]([O-:27])[CH:5]=[C:6]([Cl:26])[C:7]=1[CH2:8][C@@H:9]([C:11]1[CH:16]=[CH:15][C:14]([O:17][CH:18]([F:20])[F:19])=[C:13]([O:21][CH2:22][CH:23]2[CH2:25][CH2:24]2)[CH:12]=1)[O:10][C:45](=[O:46])[CH2:44][N:38]1[C:37](=[O:48])[C:36]2[C:40](=[CH:41][CH:42]=[C:34]([CH2:33][NH:32][S:29]([CH3:28])(=[O:31])=[O:30])[CH:35]=2)[C:39]1=[O:43], predict the reactants needed to synthesize it. The reactants are: [Cl:1][C:2]1[CH:3]=[N+:4]([O-:27])[CH:5]=[C:6]([Cl:26])[C:7]=1[CH2:8][C@@H:9]([C:11]1[CH:16]=[CH:15][C:14]([O:17][CH:18]([F:20])[F:19])=[C:13]([O:21][CH2:22][CH:23]2[CH2:25][CH2:24]2)[CH:12]=1)[OH:10].[CH3:28][S:29]([NH:32][CH2:33][C:34]1[CH:35]=[C:36]2[C:40](=[CH:41][CH:42]=1)[C:39](=[O:43])[N:38]([CH2:44][C:45](O)=[O:46])[C:37]2=[O:48])(=[O:31])=[O:30].C(Cl)CCl. (3) Given the product [OH:9][CH2:8][C@H:3]([NH:2][C:26]([C:21]1[CH:22]=[CH:23][CH:24]=[C:25]2[C:20]=1[CH:19]=[CH:18][N:17]2[C:15]([O:14][C:10]([CH3:13])([CH3:12])[CH3:11])=[O:16])=[O:27])[C:4]([O:6][CH3:7])=[O:5], predict the reactants needed to synthesize it. The reactants are: Cl.[NH2:2][C@@H:3]([CH2:8][OH:9])[C:4]([O:6][CH3:7])=[O:5].[C:10]([O:14][C:15]([N:17]1[C:25]2[CH:24]=[CH:23][CH:22]=[C:21]([C:26](O)=[O:27])[C:20]=2[CH:19]=[CH:18]1)=[O:16])([CH3:13])([CH3:12])[CH3:11].C(N(C(C)C)C(C)C)C.C1C=CC(P(N=[N+]=[N-])(C2C=CC=CC=2)=O)=CC=1. (4) Given the product [Cl:13][C:10]1[C:9]([CH:20]([C:17]2[CH:18]=[CH:19][N:14]=[CH:15][CH:16]=2)[OH:21])=[N:8][C:7]([Cl:6])=[CH:12][CH:11]=1, predict the reactants needed to synthesize it. The reactants are: C([Li])(C)(C)C.[Cl:6][C:7]1[CH:12]=[CH:11][C:10]([Cl:13])=[CH:9][N:8]=1.[N:14]1[CH:19]=[CH:18][C:17]([CH:20]=[O:21])=[CH:16][CH:15]=1.O. (5) Given the product [Cl:29][C:23]1[CH:24]=[CH:25][CH:26]=[C:27]([Cl:28])[C:22]=1[C:15]1[C:14]([CH2:13][O:12][C:7]2[CH:8]=[C:9]3[C:4](=[CH:5][CH:6]=2)[CH:3]=[C:2]([C:50]2[CH:51]=[C:46]([NH:45][C:42](=[O:44])[CH3:43])[CH:47]=[CH:48][CH:49]=2)[CH:11]=[CH:10]3)=[C:18]([CH:19]([CH3:21])[CH3:20])[O:17][N:16]=1, predict the reactants needed to synthesize it. The reactants are: Br[C:2]1[CH:3]=[C:4]2[C:9](=[CH:10][CH:11]=1)[CH:8]=[C:7]([O:12][CH2:13][C:14]1[C:15]([C:22]3[C:27]([Cl:28])=[CH:26][CH:25]=[CH:24][C:23]=3[Cl:29])=[N:16][O:17][C:18]=1[CH:19]([CH3:21])[CH3:20])[CH:6]=[CH:5]2.COCCOC.C(=O)([O-])[O-].[Na+].[Na+].[C:42]([NH:45][C:46]1[CH:47]=[C:48](B(O)O)[CH:49]=[CH:50][CH:51]=1)(=[O:44])[CH3:43]. (6) The reactants are: [CH2:1]([O:3][C:4]([C:6]1[O:7][C:8]2[C:13]([C:14](=[O:16])[CH:15]=1)=[CH:12][C:11]([O:17][CH3:18])=[CH:10][C:9]=2Br)=[O:5])[CH3:2].[CH2:20]([N:24]1[CH2:29][CH2:28][NH:27][CH2:26][CH2:25]1)[CH2:21][CH2:22][CH3:23]. Given the product [CH2:1]([O:3][C:4]([C:6]1[O:7][C:8]2[C:13]([C:14](=[O:16])[CH:15]=1)=[CH:12][C:11]([O:17][CH3:18])=[CH:10][C:9]=2[N:27]1[CH2:28][CH2:29][N:24]([CH2:20][CH2:21][CH2:22][CH3:23])[CH2:25][CH2:26]1)=[O:5])[CH3:2], predict the reactants needed to synthesize it. (7) Given the product [CH3:15][C:10]1[NH:11][C:12]2[C:13]3[N:35]=[C:33]([S:34][CH3:21])[N:32]=[CH:31][C:5]=3[CH2:6][CH2:7][C:8]=2[C:9]=1[C:16]([O:18][CH2:19][CH3:20])=[O:17], predict the reactants needed to synthesize it. The reactants are: CN(/C=[C:5]1\[CH2:6][CH2:7][C:8]2[C:9]([C:16]([O:18][CH2:19][CH3:20])=[O:17])=[C:10]([CH3:15])[NH:11][C:12]=2[C:13]\1=O)C.[C:21]([O-])(=O)C.[K+].S(O)(O)(=O)=O.[CH3:31][NH:32][C:33](=[NH:35])[SH:34]. (8) Given the product [F:1][C:2]1[CH:3]=[CH:4][C:5]([CH3:10])=[C:6]([CH:7]=[N:41][C:15]([O:14][Si:21]([CH3:28])([CH3:27])[CH3:20])=[CH2:16])[CH:9]=1, predict the reactants needed to synthesize it. The reactants are: [F:1][C:2]1[CH:3]=[CH:4][C:5]([CH3:10])=[C:6]([CH:9]=1)[CH:7]=O.ClC1C=[C:14](C=CC=1)[CH:15]=[O:16].[CH3:20][Si:21]([CH3:28])([CH3:27])N[Si:21]([CH3:28])([CH3:27])[CH3:20].C([Li])CCC.C[Si](Cl)(C)C.C([N:41](CC)CC)C.C(Cl)(=O)C. (9) Given the product [O:12]=[C:9]1[CH2:8][CH2:7][CH2:6][C:5]2[CH:4]=[CH:3][C:2]([O:1][CH2:14][C:15]([O:17][CH2:18][CH3:19])=[O:16])=[CH:11][C:10]1=2, predict the reactants needed to synthesize it. The reactants are: [OH:1][C:2]1[CH:11]=[C:10]2[C:5]([CH2:6][CH2:7][CH2:8][C:9]2=[O:12])=[CH:4][CH:3]=1.Br[CH2:14][C:15]([O:17][CH2:18][CH3:19])=[O:16].C(=O)([O-])[O-].[K+].[K+]. (10) Given the product [C:10]([C:2]1[CH:3]=[C:4]([CH:7]=[O:8])[S:5][CH:6]=1)#[N:11], predict the reactants needed to synthesize it. The reactants are: Br[C:2]1[CH:3]=[C:4]([CH:7]=[O:8])[S:5][CH:6]=1.[Cu](C#N)[C:10]#[N:11].C(OCC)(=O)C.